Dataset: Forward reaction prediction with 1.9M reactions from USPTO patents (1976-2016). Task: Predict the product of the given reaction. (1) Given the reactants [CH:1]([C:4]1[N:5]=[C:6]2[CH:11]=C(C#N)[CH:9]=[CH:8][N:7]2[CH:14]=1)([CH3:3])[CH3:2].[OH-:15].[Li+].Cl.[CH2:18]([OH:20])[CH3:19], predict the reaction product. The product is: [CH:1]([C:4]1[N:5]=[C:6]2[CH:11]=[C:19]([C:18]([OH:15])=[O:20])[CH:9]=[CH:8][N:7]2[CH:14]=1)([CH3:3])[CH3:2]. (2) Given the reactants [NH2:1][C:2]1[C:3]([Cl:16])=[C:4]([NH:9][S:10]([CH2:13][CH2:14][CH3:15])(=[O:12])=[O:11])[CH:5]=[CH:6][C:7]=1[F:8].CN(C)C=O.[H-].[Na+].[CH3:24][O:25][C:26]1[CH:33]=[CH:32][C:29]([CH2:30]Cl)=[CH:28][CH:27]=1, predict the reaction product. The product is: [NH2:1][C:2]1[C:3]([Cl:16])=[C:4]([N:9]([CH2:30][C:29]2[CH:32]=[CH:33][C:26]([O:25][CH3:24])=[CH:27][CH:28]=2)[S:10]([CH2:13][CH2:14][CH3:15])(=[O:12])=[O:11])[CH:5]=[CH:6][C:7]=1[F:8]. (3) Given the reactants [NH:1]1[C:9]2[C:4](=[CH:5][C:6]([NH:10][CH:11]3[CH2:16][CH2:15][C:14](=O)[CH2:13][CH2:12]3)=[CH:7][CH:8]=2)[CH:3]=[N:2]1.[CH:18]1([CH2:21][NH2:22])[CH2:20][CH2:19]1.C(O[BH-](OC(=O)C)OC(=O)C)(=O)C.[Na+].Cl.CO, predict the reaction product. The product is: [CH:18]1([CH2:21][NH:22][CH:14]2[CH2:15][CH2:16][CH:11]([NH:10][C:6]3[CH:5]=[C:4]4[C:9](=[CH:8][CH:7]=3)[NH:1][N:2]=[CH:3]4)[CH2:12][CH2:13]2)[CH2:20][CH2:19]1.